From a dataset of Full USPTO retrosynthesis dataset with 1.9M reactions from patents (1976-2016). Predict the reactants needed to synthesize the given product. (1) Given the product [O:30]=[S:26]1(=[O:31])[CH2:27][CH2:28][CH2:29][N:25]1[C:4]1[CH:3]=[C:2]([N:35]2[CH2:34][C@H:33]([CH3:32])[O:37][C:36]2=[O:38])[CH:7]=[CH:6][C:5]=1[C:8]([N:10]1[CH2:15][CH2:14][N:13]([C:16]2[C:21]([CH3:22])=[CH:20][C:19]([CH2:23][CH3:24])=[CH:18][N:17]=2)[CH2:12][CH2:11]1)=[O:9], predict the reactants needed to synthesize it. The reactants are: Br[C:2]1[CH:7]=[CH:6][C:5]([C:8]([N:10]2[CH2:15][CH2:14][N:13]([C:16]3[C:21]([CH3:22])=[CH:20][C:19]([CH2:23][CH3:24])=[CH:18][N:17]=3)[CH2:12][CH2:11]2)=[O:9])=[C:4]([N:25]2[CH2:29][CH2:28][CH2:27][S:26]2(=[O:31])=[O:30])[CH:3]=1.[CH3:32][C@@H:33]1[O:37][C:36](=[O:38])[NH:35][CH2:34]1. (2) The reactants are: [CH2:1]([O:3][C:4]1[CH:9]=[CH:8][C:7]([C:10]#[C:11][C:12]([NH2:14])=[O:13])=[CH:6][CH:5]=1)[CH3:2].[CH3:15][CH2:16][CH2:17][CH2:18][SnH:19]([CH2:24][CH2:25][CH2:26][CH3:27])[CH2:20][CH2:21][CH2:22][CH3:23]. Given the product [CH2:1]([O:3][C:4]1[CH:9]=[CH:8][C:7](/[CH:10]=[C:11](/[Sn:19]([CH2:20][CH2:21][CH2:22][CH3:23])([CH2:24][CH2:25][CH2:26][CH3:27])[CH2:18][CH2:17][CH2:16][CH3:15])\[C:12]([NH2:14])=[O:13])=[CH:6][CH:5]=1)[CH3:2], predict the reactants needed to synthesize it. (3) Given the product [NH2:11][CH2:12][CH:13]1[CH2:18][CH2:17][CH:16]([C:19]([NH:21][C@H:22]([C:27]([O:29][CH3:30])=[O:28])[CH2:23][CH2:24][CH2:25][CH3:26])=[O:20])[CH2:15][CH2:14]1, predict the reactants needed to synthesize it. The reactants are: C(OC([NH:11][CH2:12][CH:13]1[CH2:18][CH2:17][CH:16]([C:19]([NH:21][C@H:22]([C:27]([O:29][CH3:30])=[O:28])[CH2:23][CH2:24][CH2:25][CH3:26])=[O:20])[CH2:15][CH2:14]1)=O)C1C=CC=CC=1. (4) Given the product [C:33]([C:19]1[C:17](=[O:18])[C:23]2[C:22](=[CH:32][CH:31]=[C:25]([C:26]([O:28][CH2:29][CH3:30])=[O:27])[CH:24]=2)[NH:21][CH:20]=1)(=[O:35])[CH3:34], predict the reactants needed to synthesize it. The reactants are: C1(OC2C=CC=CC=2)C=CC=CC=1.C(O[C:17]([C:19]([C:33](=[O:35])[CH3:34])=[CH:20][NH:21][C:22]1[CH:32]=[CH:31][C:25]([C:26]([O:28][CH2:29][CH3:30])=[O:27])=[CH:24][CH:23]=1)=[O:18])C. (5) Given the product [CH2:37]([O:36][C:34](=[O:35])[NH:2][C:3]1[N:11]=[CH:10][N:9]=[C:8]2[C:4]=1[N:5]=[CH:6][N:7]2[C:12]1[CH:13]=[CH:14][C:15]([NH:18][C:19]([NH:21][C:22]2[CH:27]=[CH:26][C:25]([Cl:28])=[C:24]([C:29]([F:31])([F:32])[F:30])[CH:23]=2)=[O:20])=[CH:16][CH:17]=1)[CH:38]=[CH2:39], predict the reactants needed to synthesize it. The reactants are: Cl.[NH2:2][C:3]1[N:11]=[CH:10][N:9]=[C:8]2[C:4]=1[N:5]=[CH:6][N:7]2[C:12]1[CH:17]=[CH:16][C:15]([NH:18][C:19]([NH:21][C:22]2[CH:27]=[CH:26][C:25]([Cl:28])=[C:24]([C:29]([F:32])([F:31])[F:30])[CH:23]=2)=[O:20])=[CH:14][CH:13]=1.Cl[C:34]([O:36][CH2:37][CH:38]=[CH2:39])=[O:35]. (6) The reactants are: [N:1]1([CH2:6][CH2:7][CH2:8][NH2:9])[CH:5]=[CH:4][N:3]=[CH:2]1.[O:10]1[CH:15]=[CH:14][CH2:13][CH2:12][CH:11]1[CH:16]=O.C[Si]([N:22]=[N+:23]=[N-:24])(C)C.[N+:25]([CH:27]1[CH2:31][CH2:30][CH2:29][CH2:28]1)#[C-:26]. Given the product [CH:27]1([N:25]2[C:26]([CH:16]([NH:9][CH2:8][CH2:7][CH2:6][N:1]3[CH:5]=[CH:4][N:3]=[CH:2]3)[CH:11]3[CH2:12][CH2:13][CH:14]=[CH:15][O:10]3)=[N:24][N:23]=[N:22]2)[CH2:31][CH2:30][CH2:29][CH2:28]1, predict the reactants needed to synthesize it. (7) The reactants are: [CH:1]1([C:4]2[N:5]=[CH:6][N:7]([C:9]3[CH:10]=[CH:11][C:12]([F:21])=[C:13]([CH:20]=3)[C:14]([O:16]C(C)C)=[O:15])[CH:8]=2)[CH2:3][CH2:2]1. Given the product [CH:1]1([C:4]2[N:5]=[CH:6][N:7]([C:9]3[CH:10]=[CH:11][C:12]([F:21])=[C:13]([CH:20]=3)[C:14]([OH:16])=[O:15])[CH:8]=2)[CH2:2][CH2:3]1, predict the reactants needed to synthesize it. (8) The reactants are: [CH3:1][O:2][C:3](=[O:23])[CH2:4][NH:5][C:6]([C:8]1[C:13]([OH:14])=[CH:12][C:11]([C:15]2[CH:20]=[CH:19][CH:18]=[C:17](C#N)[CH:16]=2)=[CH:10][N:9]=1)=[O:7].C[Si]([N:28]=[N+]=[N-])(C)C.C([Sn](=O)CC[CH2:38][CH3:39])CCC.C[O:42][CH2:43][CH2:44]OC. Given the product [CH3:1][O:2][C:3](=[O:23])[CH2:4][NH:5][C:6]([C:8]1[C:13]([OH:14])=[CH:12][C:11]([C:15]2[CH:20]=[CH:19][CH:18]=[C:17]([NH:28][C:43]([CH:44]3[CH2:39][CH2:38]3)=[O:42])[CH:16]=2)=[CH:10][N:9]=1)=[O:7], predict the reactants needed to synthesize it. (9) Given the product [Cl:26][C:5]1[C:6]([C:8]2[C:16]3[C:11](=[CH:12][CH:13]=[CH:14][CH:15]=3)[N:10]([S:17]([C:20]3[CH:21]=[CH:22][CH:23]=[CH:24][CH:25]=3)(=[O:18])=[O:19])[CH:9]=2)=[N:7][C:2]([NH:27][CH:28]2[CH2:29][CH2:30][N:31]([C:34]([O:36][C:37]([CH3:40])([CH3:39])[CH3:38])=[O:35])[CH2:32][CH2:33]2)=[N:3][CH:4]=1, predict the reactants needed to synthesize it. The reactants are: Cl[C:2]1[N:7]=[C:6]([C:8]2[C:16]3[C:11](=[CH:12][CH:13]=[CH:14][CH:15]=3)[N:10]([S:17]([C:20]3[CH:25]=[CH:24][CH:23]=[CH:22][CH:21]=3)(=[O:19])=[O:18])[CH:9]=2)[C:5]([Cl:26])=[CH:4][N:3]=1.[NH2:27][CH:28]1[CH2:33][CH2:32][N:31]([C:34]([O:36][C:37]([CH3:40])([CH3:39])[CH3:38])=[O:35])[CH2:30][CH2:29]1.CCN(C(C)C)C(C)C.